Dataset: Peptide-MHC class II binding affinity with 134,281 pairs from IEDB. Task: Regression. Given a peptide amino acid sequence and an MHC pseudo amino acid sequence, predict their binding affinity value. This is MHC class II binding data. (1) The peptide sequence is SQDLELSWNLPGLQAY. The MHC is HLA-DQA10301-DQB10302 with pseudo-sequence HLA-DQA10301-DQB10302. The binding affinity (normalized) is 0.530. (2) The peptide sequence is IIFSQNMNIKLKMPL. The MHC is HLA-DQA10102-DQB10602 with pseudo-sequence HLA-DQA10102-DQB10602. The binding affinity (normalized) is 0.304. (3) The peptide sequence is LPRLIAFTSEHSHFS. The MHC is HLA-DPA10103-DPB10401 with pseudo-sequence HLA-DPA10103-DPB10401. The binding affinity (normalized) is 0.375. (4) The peptide sequence is QEIDPLSYNYIPVNSN. The MHC is DRB1_0101 with pseudo-sequence DRB1_0101. The binding affinity (normalized) is 0.614. (5) The peptide sequence is QLSRKTFDTEYQKTK. The MHC is DRB1_0901 with pseudo-sequence DRB1_0901. The binding affinity (normalized) is 0. (6) The peptide sequence is DYLKAQQNRRFMIYV. The MHC is DRB3_0101 with pseudo-sequence DRB3_0101. The binding affinity (normalized) is 0.391. (7) The binding affinity (normalized) is 0. The peptide sequence is YAKMRSAHTNDVKQL. The MHC is HLA-DQA10501-DQB10201 with pseudo-sequence HLA-DQA10501-DQB10201. (8) The peptide sequence is VTIYSHLLLVAAGME. The MHC is DRB1_0101 with pseudo-sequence DRB1_0101. The binding affinity (normalized) is 0.855.